This data is from Reaction yield outcomes from USPTO patents with 853,638 reactions. The task is: Predict the reaction yield, written as a fraction of the theoretical maximum amount of product (1.0 means a 100% yield; for example, 0.34 means a 34% yield). The reactants are [C:1]([C:5]1[CH:10]=[CH:9][C:8]([N+:11]([O-:13])=[O:12])=[CH:7][C:6]=1[CH2:14][NH2:15])([CH3:4])([CH3:3])[CH3:2].[CH3:16][C:17]([O:20][C:21](O[C:21]([O:20][C:17]([CH3:19])([CH3:18])[CH3:16])=[O:22])=[O:22])([CH3:19])[CH3:18]. The catalyst is C1COCC1.O. The product is [C:1]([C:5]1[CH:10]=[CH:9][C:8]([N+:11]([O-:13])=[O:12])=[CH:7][C:6]=1[CH2:14][NH:15][C:21](=[O:22])[O:20][C:17]([CH3:19])([CH3:18])[CH3:16])([CH3:4])([CH3:2])[CH3:3]. The yield is 0.780.